Dataset: Catalyst prediction with 721,799 reactions and 888 catalyst types from USPTO. Task: Predict which catalyst facilitates the given reaction. Reactant: [Li]CCCC.CN(CCN(C)C)C.[Cl:14][C:15]1[N:20]=[CH:19][C:18]([NH:21][C:22](=[O:28])[O:23][C:24]([CH3:27])([CH3:26])[CH3:25])=[CH:17][CH:16]=1.[CH:29](=[O:32])[CH2:30][CH3:31]. Product: [Cl:14][C:15]1[N:20]=[CH:19][C:18]([NH:21][C:22](=[O:28])[O:23][C:24]([CH3:25])([CH3:27])[CH3:26])=[C:17]([CH:29]([OH:32])[CH2:30][CH3:31])[CH:16]=1. The catalyst class is: 27.